Task: Regression. Given two drug SMILES strings and cell line genomic features, predict the synergy score measuring deviation from expected non-interaction effect.. Dataset: NCI-60 drug combinations with 297,098 pairs across 59 cell lines (1) Drug 1: C1CC(C1)(C(=O)O)C(=O)O.[NH2-].[NH2-].[Pt+2]. Drug 2: N.N.Cl[Pt+2]Cl. Cell line: UACC-257. Synergy scores: CSS=18.4, Synergy_ZIP=-8.16, Synergy_Bliss=-1.28, Synergy_Loewe=-11.4, Synergy_HSA=0.0789. (2) Drug 1: C1=CC=C(C=C1)NC(=O)CCCCCCC(=O)NO. Drug 2: B(C(CC(C)C)NC(=O)C(CC1=CC=CC=C1)NC(=O)C2=NC=CN=C2)(O)O. Cell line: HCC-2998. Synergy scores: CSS=53.2, Synergy_ZIP=5.27, Synergy_Bliss=7.29, Synergy_Loewe=-20.5, Synergy_HSA=-3.66. (3) Drug 1: C(=O)(N)NO. Drug 2: COC1=NC(=NC2=C1N=CN2C3C(C(C(O3)CO)O)O)N. Cell line: SK-MEL-5. Synergy scores: CSS=2.69, Synergy_ZIP=0.105, Synergy_Bliss=3.04, Synergy_Loewe=1.29, Synergy_HSA=1.57. (4) Drug 1: CNC(=O)C1=CC=CC=C1SC2=CC3=C(C=C2)C(=NN3)C=CC4=CC=CC=N4. Drug 2: CC1=C(C=C(C=C1)NC(=O)C2=CC=C(C=C2)CN3CCN(CC3)C)NC4=NC=CC(=N4)C5=CN=CC=C5. Cell line: CCRF-CEM. Synergy scores: CSS=8.21, Synergy_ZIP=-0.259, Synergy_Bliss=-0.334, Synergy_Loewe=-5.54, Synergy_HSA=-2.32. (5) Drug 1: C1C(C(OC1N2C=C(C(=O)NC2=O)F)CO)O. Drug 2: CN1C(=O)N2C=NC(=C2N=N1)C(=O)N. Synergy scores: CSS=36.4, Synergy_ZIP=1.72, Synergy_Bliss=0.387, Synergy_Loewe=-19.4, Synergy_HSA=-1.57. Cell line: HCC-2998. (6) Drug 1: C1CCC(CC1)NC(=O)N(CCCl)N=O. Drug 2: CC1=C(C(=CC=C1)Cl)NC(=O)C2=CN=C(S2)NC3=CC(=NC(=N3)C)N4CCN(CC4)CCO. Cell line: OVCAR3. Synergy scores: CSS=13.3, Synergy_ZIP=-5.15, Synergy_Bliss=0.333, Synergy_Loewe=-8.96, Synergy_HSA=-2.00. (7) Drug 2: C(CN)CNCCSP(=O)(O)O. Synergy scores: CSS=5.39, Synergy_ZIP=4.09, Synergy_Bliss=0.0298, Synergy_Loewe=3.46, Synergy_HSA=1.89. Drug 1: CC1CCC2CC(C(=CC=CC=CC(CC(C(=O)C(C(C(=CC(C(=O)CC(OC(=O)C3CCCCN3C(=O)C(=O)C1(O2)O)C(C)CC4CCC(C(C4)OC)OCCO)C)C)O)OC)C)C)C)OC. Cell line: A549. (8) Drug 1: CN1CCC(CC1)COC2=C(C=C3C(=C2)N=CN=C3NC4=C(C=C(C=C4)Br)F)OC. Drug 2: C1=CN(C(=O)N=C1N)C2C(C(C(O2)CO)O)O.Cl. Cell line: OVCAR-4. Synergy scores: CSS=7.29, Synergy_ZIP=-2.89, Synergy_Bliss=-2.70, Synergy_Loewe=-2.11, Synergy_HSA=-2.26. (9) Cell line: SK-MEL-2. Drug 2: N.N.Cl[Pt+2]Cl. Synergy scores: CSS=12.3, Synergy_ZIP=-4.05, Synergy_Bliss=-1.36, Synergy_Loewe=-7.79, Synergy_HSA=-4.48. Drug 1: C1=NC2=C(N1)C(=S)N=C(N2)N. (10) Drug 1: C1CC(C1)(C(=O)O)C(=O)O.[NH2-].[NH2-].[Pt+2]. Drug 2: C1=NC2=C(N=C(N=C2N1C3C(C(C(O3)CO)O)F)Cl)N. Cell line: RPMI-8226. Synergy scores: CSS=18.8, Synergy_ZIP=0.148, Synergy_Bliss=-0.699, Synergy_Loewe=-2.45, Synergy_HSA=-2.46.